Dataset: Full USPTO retrosynthesis dataset with 1.9M reactions from patents (1976-2016). Task: Predict the reactants needed to synthesize the given product. (1) Given the product [Br:1][C:2]1[CH:3]=[C:4]2[C:9](=[CH:10][CH:11]=1)[CH:8]=[C:7]([O:49][CH2:50][CH:46]1[CH2:47][CH2:48][N:33]([CH3:13])[C:34]1=[O:36])[CH:6]=[CH:5]2, predict the reactants needed to synthesize it. The reactants are: [Br:1][C:2]1[CH:3]=[C:4]2[C:9](=[CH:10][CH:11]=1)[C:8](O)=[CH:7][CH:6]=[CH:5]2.[C:13]1(P(C2C=CC=CC=2)C2C=CC=CC=2)C=CC=CC=1.N(C(OC(C)C)=O)=[N:33][C:34]([O:36]C(C)C)=O.[CH2:46]1[CH2:50][O:49][CH2:48][CH2:47]1. (2) Given the product [CH3:29][C:30]1([CH3:53])[O:34][C@@H:33]2[C@@H:35]([CH2:48][N:49]([CH:50]([CH3:51])[CH3:52])[CH2:13][CH2:12][CH2:11][CH2:10][C:8]3[N:7]([CH2:17][O:18][CH2:19][CH2:20][Si:21]([CH3:23])([CH3:24])[CH3:22])[C:6]4[CH:25]=[CH:26][C:3]([C:2]([F:27])([F:1])[F:28])=[CH:4][C:5]=4[N:9]=3)[CH2:36][C@@H:37]([N:38]3[C:42]4[N:43]=[CH:44][N:45]=[C:46]([NH2:47])[C:41]=4[CH:40]=[CH:39]3)[C@@H:32]2[O:31]1, predict the reactants needed to synthesize it. The reactants are: [F:1][C:2]([F:28])([F:27])[C:3]1[CH:26]=[CH:25][C:6]2[N:7]([CH2:17][O:18][CH2:19][CH2:20][Si:21]([CH3:24])([CH3:23])[CH3:22])[C:8]([CH2:10][CH:11]3C[CH:13](C=O)[CH2:12]3)=[N:9][C:5]=2[CH:4]=1.[CH3:29][C:30]1([CH3:53])[O:34][C@@H:33]2[C@@H:35]([CH2:48][NH:49][CH:50]([CH3:52])[CH3:51])[CH2:36][C@@H:37]([N:38]3[C:42]4[N:43]=[CH:44][N:45]=[C:46]([NH2:47])[C:41]=4[CH:40]=[CH:39]3)[C@@H:32]2[O:31]1.[O-]S([O-])(=O)=O.[Mg+2].C([O-])(O)=O.[Na+]. (3) Given the product [CH:32]1([C:30]2[N:31]=[C:25]([CH:11]3[CH2:12][CH:13]([C:15]4[CH:16]=[CH:17][C:18]([C:21]([F:23])([F:22])[F:24])=[CH:19][CH:20]=4)[CH2:14][N:9]([C:7]([N:1]4[CH2:2][CH2:3][S:4][CH2:5][CH2:6]4)=[O:8])[CH2:10]3)[O:27][N:29]=2)[CH2:34][CH2:33]1, predict the reactants needed to synthesize it. The reactants are: [N:1]1([C:7]([N:9]2[CH2:14][CH:13]([C:15]3[CH:20]=[CH:19][C:18]([C:21]([F:24])([F:23])[F:22])=[CH:17][CH:16]=3)[CH2:12][CH:11]([C:25]([OH:27])=O)[CH2:10]2)=[O:8])[CH2:6][CH2:5][S:4][CH2:3][CH2:2]1.O[N:29]=[C:30]([CH:32]1[CH2:34][CH2:33]1)[NH2:31]. (4) Given the product [OH:17][CH:12]1[CH2:13][CH2:14][CH2:15][C:16]2[N:7]([CH2:6][C:5]3[CH:22]=[CH:23][C:2]([C:61]4[CH:62]=[CH:63][CH:64]=[CH:65][C:60]=4[O:59][CH3:58])=[CH:3][CH:4]=3)[CH:8]=[C:9]([C:19]([OH:21])=[O:20])[C:10](=[O:18])[C:11]1=2, predict the reactants needed to synthesize it. The reactants are: Br[C:2]1[CH:23]=[CH:22][C:5]([CH2:6][N:7]2[C:16]3[CH2:15][CH2:14][CH2:13][CH:12]([OH:17])[C:11]=3[C:10](=[O:18])[C:9]([C:19]([OH:21])=[O:20])=[CH:8]2)=[CH:4][CH:3]=1.CC(C1C=C(C(C)C)C(C2C=CC=CC=2P(C2CCCCC2)C2CCCCC2)=C(C(C)C)C=1)C.[CH3:58][O:59][C:60]1[CH:65]=[CH:64][CH:63]=[CH:62][C:61]=1B(O)O.C(=O)([O-])[O-].[K+].[K+]. (5) Given the product [Cl:33][C:19]1[C:20]([O:26][CH:27]([CH3:32])[C:28]([F:31])([F:29])[F:30])=[CH:21][CH:22]=[C:23]2[C:18]=1[C:17](=[O:34])[N:16]([CH2:15][C:14]1[C:9](=[O:8])[NH:10][C:11]([CH3:36])=[CH:12][C:13]=1[CH3:35])[CH2:25][CH2:24]2, predict the reactants needed to synthesize it. The reactants are: C([O:8][C:9]1[C:14]([CH2:15][N:16]2[CH2:25][CH2:24][C:23]3[C:18](=[C:19]([Cl:33])[C:20]([O:26][CH:27]([CH3:32])[C:28]([F:31])([F:30])[F:29])=[CH:21][CH:22]=3)[C:17]2=[O:34])=[C:13]([CH3:35])[CH:12]=[C:11]([CH3:36])[N:10]=1)C1C=CC=CC=1.C(O)(C(F)(F)F)=O.